Dataset: NCI-60 drug combinations with 297,098 pairs across 59 cell lines. Task: Regression. Given two drug SMILES strings and cell line genomic features, predict the synergy score measuring deviation from expected non-interaction effect. (1) Drug 1: CC12CCC3C(C1CCC2O)C(CC4=C3C=CC(=C4)O)CCCCCCCCCS(=O)CCCC(C(F)(F)F)(F)F. Drug 2: CCC1=C2CN3C(=CC4=C(C3=O)COC(=O)C4(CC)O)C2=NC5=C1C=C(C=C5)O. Cell line: DU-145. Synergy scores: CSS=38.5, Synergy_ZIP=3.71, Synergy_Bliss=5.43, Synergy_Loewe=-62.7, Synergy_HSA=-1.82. (2) Drug 1: CN(C(=O)NC(C=O)C(C(C(CO)O)O)O)N=O. Drug 2: COC1=C2C(=CC3=C1OC=C3)C=CC(=O)O2. Cell line: NCI-H226. Synergy scores: CSS=2.18, Synergy_ZIP=-3.34, Synergy_Bliss=-6.39, Synergy_Loewe=-9.26, Synergy_HSA=-7.88. (3) Cell line: NCI-H460. Drug 1: CN(C)C1=NC(=NC(=N1)N(C)C)N(C)C. Synergy scores: CSS=44.1, Synergy_ZIP=-0.537, Synergy_Bliss=-1.42, Synergy_Loewe=-35.4, Synergy_HSA=-0.426. Drug 2: C1=NC2=C(N1)C(=S)N=C(N2)N. (4) Drug 1: CC1=C(C=C(C=C1)NC2=NC=CC(=N2)N(C)C3=CC4=NN(C(=C4C=C3)C)C)S(=O)(=O)N.Cl. Drug 2: CN(C)N=NC1=C(NC=N1)C(=O)N. Cell line: T-47D. Synergy scores: CSS=5.84, Synergy_ZIP=-1.56, Synergy_Bliss=4.23, Synergy_Loewe=2.39, Synergy_HSA=3.47. (5) Drug 1: CC1=C2C(C(=O)C3(C(CC4C(C3C(C(C2(C)C)(CC1OC(=O)C(C(C5=CC=CC=C5)NC(=O)C6=CC=CC=C6)O)O)OC(=O)C7=CC=CC=C7)(CO4)OC(=O)C)O)C)OC(=O)C. Drug 2: CC1CCCC2(C(O2)CC(NC(=O)CC(C(C(=O)C(C1O)C)(C)C)O)C(=CC3=CSC(=N3)C)C)C. Cell line: NCI-H226. Synergy scores: CSS=43.5, Synergy_ZIP=-5.98, Synergy_Bliss=-3.73, Synergy_Loewe=-2.15, Synergy_HSA=1.52. (6) Drug 1: CCN(CC)CCNC(=O)C1=C(NC(=C1C)C=C2C3=C(C=CC(=C3)F)NC2=O)C. Drug 2: CC1=C(N=C(N=C1N)C(CC(=O)N)NCC(C(=O)N)N)C(=O)NC(C(C2=CN=CN2)OC3C(C(C(C(O3)CO)O)O)OC4C(C(C(C(O4)CO)O)OC(=O)N)O)C(=O)NC(C)C(C(C)C(=O)NC(C(C)O)C(=O)NCCC5=NC(=CS5)C6=NC(=CS6)C(=O)NCCC[S+](C)C)O. Cell line: SF-295. Synergy scores: CSS=34.6, Synergy_ZIP=-1.37, Synergy_Bliss=-3.86, Synergy_Loewe=-18.3, Synergy_HSA=-1.21. (7) Drug 1: C1CC(=O)NC(=O)C1N2CC3=C(C2=O)C=CC=C3N. Drug 2: C#CCC(CC1=CN=C2C(=N1)C(=NC(=N2)N)N)C3=CC=C(C=C3)C(=O)NC(CCC(=O)O)C(=O)O. Cell line: SR. Synergy scores: CSS=14.9, Synergy_ZIP=-9.82, Synergy_Bliss=-15.0, Synergy_Loewe=-11.1, Synergy_HSA=-10.8.